Dataset: Full USPTO retrosynthesis dataset with 1.9M reactions from patents (1976-2016). Task: Predict the reactants needed to synthesize the given product. (1) Given the product [NH2:17][C:11]1[N:10]=[C:9]([O:18][C@@H:19]([CH3:22])[CH2:20][CH3:21])[N:8]=[C:7]2[C:12]=1[NH:13][C:14](=[O:15])[N:6]2[CH2:5][CH2:4][CH2:3][CH2:2][N:29]1[CH2:30][CH2:31][N:26]([CH:24]([CH3:25])[CH3:23])[CH2:27][CH2:28]1, predict the reactants needed to synthesize it. The reactants are: Cl[CH2:2][CH2:3][CH2:4][CH2:5][N:6]1[C:14]([O:15]C)=[N:13][C:12]2[C:7]1=[N:8][C:9]([O:18][C@@H:19]([CH3:22])[CH2:20][CH3:21])=[N:10][C:11]=2[NH2:17].[CH3:23][CH:24]([N:26]1[CH2:31][CH2:30][NH:29][CH2:28][CH2:27]1)[CH3:25]. (2) The reactants are: [NH2:1][C@@H:2]1[CH2:6][C@@H:5]([NH:7][C:8]([C:10]2[C:14]3[N:15]=[CH:16][N:17]=[C:18]([C:19]4[CH:24]=[C:23]([CH:25]([F:27])[F:26])[CH:22]=[CH:21][C:20]=4[O:28][CH2:29][CH:30]4[CH2:32][CH2:31]4)[C:13]=3[NH:12][C:11]=2[CH3:33])=[O:9])[C@H:4]([F:34])[CH2:3]1.[C:35](Cl)(=[O:37])[CH3:36]. Given the product [C:35]([NH:1][C@@H:2]1[CH2:6][C@@H:5]([NH:7][C:8]([C:10]2[C:14]3[N:15]=[CH:16][N:17]=[C:18]([C:19]4[CH:24]=[C:23]([CH:25]([F:27])[F:26])[CH:22]=[CH:21][C:20]=4[O:28][CH2:29][CH:30]4[CH2:31][CH2:32]4)[C:13]=3[NH:12][C:11]=2[CH3:33])=[O:9])[C@H:4]([F:34])[CH2:3]1)(=[O:37])[CH3:36], predict the reactants needed to synthesize it. (3) Given the product [CH3:33][C@@H:28]1[N:27]([CH3:26])[CH2:32][CH2:31][N:30]([C:19]([C:18]2[CH:22]=[CH:23][C:15]([N:12]3[C:13]([OH:14])=[C:9]([C:6]4[CH:7]=[CH:8][C:3]([C:1]#[N:2])=[C:4]([F:25])[C:5]=4[CH3:24])[CH:10]=[N:11]3)=[N:16][CH:17]=2)=[O:20])[CH2:29]1, predict the reactants needed to synthesize it. The reactants are: [C:1]([C:3]1[CH:8]=[CH:7][C:6]([C:9]2[CH:10]=[N:11][N:12]([C:15]3[CH:23]=[CH:22][C:18]([C:19](O)=[O:20])=[CH:17][N:16]=3)[C:13]=2[OH:14])=[C:5]([CH3:24])[C:4]=1[F:25])#[N:2].[CH3:26][N:27]1[CH2:32][CH2:31][NH:30][CH2:29][C@@H:28]1[CH3:33]. (4) The reactants are: [ClH:1].[CH3:2][C:3]1[CH:12]=[C:11]([N:13]2[CH2:17][CH2:16][CH2:15][CH2:14]2)[C:10]2[C:5](=[CH:6][C:7]([NH2:23])=[C:8]([N:18]3[CH2:22][CH2:21][CH2:20][CH2:19]3)[CH:9]=2)[N:4]=1.[C:24](OC(=O)C)(=[O:26])[CH3:25]. Given the product [ClH:1].[CH3:2][C:3]1[CH:12]=[C:11]([N:13]2[CH2:17][CH2:16][CH2:15][CH2:14]2)[C:10]2[C:5](=[CH:6][C:7]([NH:23][C:24](=[O:26])[CH3:25])=[C:8]([N:18]3[CH2:22][CH2:21][CH2:20][CH2:19]3)[CH:9]=2)[N:4]=1, predict the reactants needed to synthesize it. (5) Given the product [Cl:16][C:17]1[N:18]=[N:19][C:20]([O:23][CH3:24])=[C:21]([I:25])[CH:22]=1, predict the reactants needed to synthesize it. The reactants are: C([Li])CCC.CC1(C)CCCC(C)(C)N1.[Cl:16][C:17]1[N:18]=[N:19][C:20]([O:23][CH3:24])=[CH:21][CH:22]=1.[I:25]I.S([O-])([O-])(=O)=S.[Na+].[Na+]. (6) Given the product [Cl:1][C:2]1[CH:3]=[C:4]([CH:18]=[CH:19][CH:20]=1)[CH2:5][O:6][C:7]1[CH:16]=[CH:15][C:10]([C:11]([OH:13])=[O:12])=[CH:9][C:8]=1[Cl:17], predict the reactants needed to synthesize it. The reactants are: [Cl:1][C:2]1[CH:3]=[C:4]([CH:18]=[CH:19][CH:20]=1)[CH2:5][O:6][C:7]1[CH:16]=[CH:15][C:10]([C:11]([O:13]C)=[O:12])=[CH:9][C:8]=1[Cl:17].[Li+].[OH-].C1COCC1.CO.O.C(O)(=O)CC(CC(O)=O)(C(O)=O)O. (7) Given the product [Cl:1][C:2]1[N:6]([CH3:7])[N:5]=[C:4]([C:8]2[CH:13]=[CH:12][CH:11]=[CH:10][N:9]=2)[C:3]=1[C:14]([C:16]1[CH:21]=[CH:20][C:19]([Cl:22])=[CH:18][C:17]=1[CH3:23])=[O:15], predict the reactants needed to synthesize it. The reactants are: [Cl:1][C:2]1[N:6]([CH3:7])[N:5]=[C:4]([C:8]2[CH:13]=[CH:12][CH:11]=[CH:10][N:9]=2)[C:3]=1[CH:14]([C:16]1[CH:21]=[CH:20][C:19]([Cl:22])=[CH:18][C:17]=1[CH3:23])[OH:15].CC(OI1(OC(C)=O)(OC(C)=O)OC(=O)C2C=CC=CC1=2)=O.C([O-])(O)=O.[Na+]. (8) Given the product [F:1][C:2]1([C:6]2[C:7]([O:15][C@@H:16]([CH3:21])[C:17]([F:18])([F:19])[F:20])=[CH:8][C:9]([C:12]([NH:22][C:23]([C:30]3[N:34]=[C:33]([CH3:35])[O:32][N:31]=3)([CH3:29])[C:24]([O:26][CH2:27][CH3:28])=[O:25])=[O:13])=[N:10][CH:11]=2)[CH2:5][O:4][CH2:3]1, predict the reactants needed to synthesize it. The reactants are: [F:1][C:2]1([C:6]2[C:7]([O:15][C@@H:16]([CH3:21])[C:17]([F:20])([F:19])[F:18])=[CH:8][C:9]([C:12](O)=[O:13])=[N:10][CH:11]=2)[CH2:5][O:4][CH2:3]1.[NH2:22][C:23]([C:30]1[N:34]=[C:33]([CH3:35])[O:32][N:31]=1)([CH3:29])[C:24]([O:26][CH2:27][CH3:28])=[O:25]. (9) Given the product [OH:1][CH:2]1[C:7]2([CH2:8][CH2:9][N:10]([C:13]([O:15][CH2:16][C:17]3[CH:18]=[CH:19][CH:20]=[CH:21][CH:22]=3)=[O:14])[CH2:11][CH2:12]2)[CH2:23][O:6][C:3]1([CH3:5])[CH3:4], predict the reactants needed to synthesize it. The reactants are: [OH:1][CH:2]([C:7]1([CH2:23]O)[CH2:12][CH2:11][N:10]([C:13]([O:15][CH2:16][C:17]2[CH:22]=[CH:21][CH:20]=[CH:19][CH:18]=2)=[O:14])[CH2:9][CH2:8]1)[C:3]([OH:6])([CH3:5])[CH3:4].C1(C)C=CC(S(Cl)(=O)=O)=CC=1.C(N(CC)CC)C.